From a dataset of Peptide-MHC class II binding affinity with 134,281 pairs from IEDB. Regression. Given a peptide amino acid sequence and an MHC pseudo amino acid sequence, predict their binding affinity value. This is MHC class II binding data. (1) The peptide sequence is MSIYVYALPLKMLNI. The MHC is DRB1_0701 with pseudo-sequence DRB1_0701. The binding affinity (normalized) is 0.675. (2) The peptide sequence is IVLASAALGPLIEGN. The binding affinity (normalized) is 0.357. The MHC is DRB1_1101 with pseudo-sequence DRB1_1101. (3) The peptide sequence is FEAMYLGTCQTLTPM. The MHC is HLA-DPA10201-DPB11401 with pseudo-sequence HLA-DPA10201-DPB11401. The binding affinity (normalized) is 0.147. (4) The peptide sequence is ACQGVGGPSHKARVLAEA. The MHC is HLA-DPA10201-DPB10101 with pseudo-sequence HLA-DPA10201-DPB10101. The binding affinity (normalized) is 0.191. (5) The peptide sequence is FFMSPKGISRMSMAM. The MHC is DRB5_0101 with pseudo-sequence DRB5_0101. The binding affinity (normalized) is 0.898. (6) The peptide sequence is AGQISVQPTFSVQRN. The MHC is DRB1_0401 with pseudo-sequence DRB1_0401. The binding affinity (normalized) is 0.657.